From a dataset of Forward reaction prediction with 1.9M reactions from USPTO patents (1976-2016). Predict the product of the given reaction. (1) Given the reactants [CH3:1]C1C=C(C=CC=1[N+]([O-])=O)N.[CH3:12][C:13]1[C:21]([N+:22]([O-:24])=[O:23])=[CH:20][CH:19]=[C:18]2[C:14]=1[C:15](=[O:26])[C:16](=[O:25])[NH:17]2.[CH:27]1[C:32]([NH:33][NH2:34])=[CH:31][CH:30]=[C:29]([S:35]([NH2:38])(=[O:37])=[O:36])[CH:28]=1.Cl, predict the reaction product. The product is: [CH3:12][C:13]1[C:21]([N+:22]([O-:24])=[O:23])=[CH:20][CH:19]=[C:18]2[C:14]=1[C:15](=[O:26])[C:16](=[O:25])[NH:17]2.[CH3:1][NH:38][S:35]([C:29]1[CH:28]=[CH:27][C:32]([NH:33][N:34]=[C:15]2[C:14]3[C:18](=[CH:19][CH:20]=[C:21]([N+:22]([O-:24])=[O:23])[C:13]=3[CH3:12])[NH:17][C:16]2=[O:25])=[CH:31][CH:30]=1)(=[O:36])=[O:37]. (2) Given the reactants [CH:1]1([CH:6]=[C:7]([C:17]2[CH:22]=[CH:21][C:20]([C:23]([OH:28])([CH2:26][CH3:27])[CH2:24][CH3:25])=[CH:19][CH:18]=2)[C:8]2[NH:16][C:11]3=[N:12][CH:13]=[CH:14][CH:15]=[C:10]3[CH:9]=2)[CH2:5][CH2:4][CH2:3][CH2:2]1, predict the reaction product. The product is: [CH:1]1([CH2:6][CH:7]([C:17]2[CH:18]=[CH:19][C:20]([C:23]([OH:28])([CH2:26][CH3:27])[CH2:24][CH3:25])=[CH:21][CH:22]=2)[C:8]2[NH:16][C:11]3=[N:12][CH:13]=[CH:14][CH:15]=[C:10]3[CH:9]=2)[CH2:5][CH2:4][CH2:3][CH2:2]1.